This data is from NCI-60 drug combinations with 297,098 pairs across 59 cell lines. The task is: Regression. Given two drug SMILES strings and cell line genomic features, predict the synergy score measuring deviation from expected non-interaction effect. (1) Drug 1: CN(CC1=CN=C2C(=N1)C(=NC(=N2)N)N)C3=CC=C(C=C3)C(=O)NC(CCC(=O)O)C(=O)O. Drug 2: C1CN(CCN1C(=O)CCBr)C(=O)CCBr. Cell line: CCRF-CEM. Synergy scores: CSS=65.9, Synergy_ZIP=-2.13, Synergy_Bliss=-3.72, Synergy_Loewe=-2.98, Synergy_HSA=-1.62. (2) Drug 1: CN1C2=C(C=C(C=C2)N(CCCl)CCCl)N=C1CCCC(=O)O.Cl. Drug 2: CCC1(C2=C(COC1=O)C(=O)N3CC4=CC5=C(C=CC(=C5CN(C)C)O)N=C4C3=C2)O.Cl. Cell line: OVCAR-5. Synergy scores: CSS=42.2, Synergy_ZIP=-6.63, Synergy_Bliss=-2.20, Synergy_Loewe=-13.1, Synergy_HSA=1.11. (3) Drug 1: C1CC(=O)NC(=O)C1N2CC3=C(C2=O)C=CC=C3N. Drug 2: C1CC(C1)(C(=O)O)C(=O)O.[NH2-].[NH2-].[Pt+2]. Cell line: MDA-MB-231. Synergy scores: CSS=16.5, Synergy_ZIP=-4.07, Synergy_Bliss=-1.77, Synergy_Loewe=-1.21, Synergy_HSA=0.0758. (4) Drug 1: CN(C(=O)NC(C=O)C(C(C(CO)O)O)O)N=O. Drug 2: CC1C(C(CC(O1)OC2CC(CC3=C2C(=C4C(=C3O)C(=O)C5=CC=CC=C5C4=O)O)(C(=O)C)O)N)O. Cell line: HT29. Synergy scores: CSS=37.0, Synergy_ZIP=1.93, Synergy_Bliss=1.17, Synergy_Loewe=-4.65, Synergy_HSA=1.83.